Dataset: Full USPTO retrosynthesis dataset with 1.9M reactions from patents (1976-2016). Task: Predict the reactants needed to synthesize the given product. (1) Given the product [C:1]([N:4]1[C:12]2[C:7](=[CH:8][C:9]([N+:13]([O-:15])=[O:14])=[CH:10][CH:11]=2)[C:6](=[C:19]([O:18][CH3:17])[C:20]2[CH:25]=[CH:24][CH:23]=[CH:22][CH:21]=2)[C:5]1=[O:16])(=[O:3])[CH3:2], predict the reactants needed to synthesize it. The reactants are: [C:1]([N:4]1[C:12]2[C:7](=[CH:8][C:9]([N+:13]([O-:15])=[O:14])=[CH:10][CH:11]=2)[CH2:6][C:5]1=[O:16])(=[O:3])[CH3:2].[CH3:17][O:18][C:19](OC)(OC)[C:20]1[CH:25]=[CH:24][CH:23]=[CH:22][CH:21]=1. (2) Given the product [CH2:6]([OH:5])[CH:6]([OH:5])[CH2:2][CH2:3][CH2:4][CH2:2][CH2:3][CH3:4], predict the reactants needed to synthesize it. The reactants are: N.[CH2:2]1[CH2:6][O:5][CH2:4][CH2:3]1. (3) Given the product [CH:22]1[C:23]2[C:28](=[CH:27][CH:26]=[CH:25][CH:24]=2)[CH:29]=[CH:30][C:21]=1[CH2:20][N:16]1[CH2:17][CH:18]2[CH2:19][N:12]([C:5]3[N:4]=[CH:3][CH:8]=[CH:7][C:6]=3[C:9]([OH:10])=[O:31])[CH2:13][CH:14]2[CH2:15]1, predict the reactants needed to synthesize it. The reactants are: C([C:3]1[CH:8]=[CH:7][C:6]([C:9](N)=[O:10])=[C:5]([N:12]2[CH2:19][CH:18]3[CH:14]([CH2:15][N:16]([CH2:20][C:21]4[CH:30]=[CH:29][C:28]5[C:23](=[CH:24][CH:25]=[CH:26][CH:27]=5)[CH:22]=4)[CH2:17]3)[CH2:13]2)[N:4]=1)C.[OH-:31].[Na+].Cl. (4) Given the product [N:22]1[C:23]2[C:28](=[CH:27][CH:26]=[CH:25][CH:24]=2)[C:19]([C:12]2[C:11]([C:7]3[N:6]=[C:5]([CH2:3][OH:2])[CH:10]=[CH:9][CH:8]=3)=[N:15][N:14]3[CH2:16][CH2:17][CH2:18][C:13]=23)=[CH:20][CH:21]=1, predict the reactants needed to synthesize it. The reactants are: C[O:2][C:3]([C:5]1[CH:10]=[CH:9][CH:8]=[C:7]([C:11]2[C:12]([C:19]3[C:28]4[C:23](=[CH:24][CH:25]=[CH:26][CH:27]=4)[N:22]=[CH:21][CH:20]=3)=[C:13]3[CH2:18][CH2:17][CH2:16][N:14]3[N:15]=2)[N:6]=1)=O.[BH4-].[Li+].Cl.